From a dataset of Forward reaction prediction with 1.9M reactions from USPTO patents (1976-2016). Predict the product of the given reaction. (1) Given the reactants O1CCOCC1.Cl[C:8]1[N:16]=[C:15]2[C:11]([N:12]=[CH:13][N:14]2[CH2:17][CH:18]([CH3:20])[CH3:19])=[C:10]([N:21]2[CH2:26][CH2:25][O:24][CH2:23][C@@H:22]2[CH3:27])[N:9]=1.CC1(C)C(C)(C)OB([C:36]2[CH:37]=[N:38][C:39]([NH2:42])=[N:40][CH:41]=2)O1.C(=O)([O-])[O-].[Na+].[Na+], predict the reaction product. The product is: [CH2:17]([N:14]1[CH:13]=[N:12][C:11]2[C:15]1=[N:16][C:8]([C:36]1[CH:37]=[N:38][C:39]([NH2:42])=[N:40][CH:41]=1)=[N:9][C:10]=2[N:21]1[CH2:26][CH2:25][O:24][CH2:23][C@@H:22]1[CH3:27])[CH:18]([CH3:20])[CH3:19]. (2) Given the reactants Cl.[NH2:2][CH2:3][CH:4]([C:6]1[CH:11]=[CH:10][C:9]([OH:12])=[CH:8][CH:7]=1)[OH:5].C(N(CC)C(C)C)(C)C.[C:22]([NH:29][C:30](N1C=CC=N1)=[N:31][C:32]([O:34][C:35]([CH3:38])([CH3:37])[CH3:36])=[O:33])([O:24][C:25]([CH3:28])([CH3:27])[CH3:26])=[O:23], predict the reaction product. The product is: [C:35]([O:34][C:32]([NH:31]/[C:30](=[N:29]\[C:22](=[O:23])[O:24][C:25]([CH3:28])([CH3:27])[CH3:26])/[NH:2][CH2:3][CH:4]([OH:5])[C:6]1[CH:11]=[CH:10][C:9]([OH:12])=[CH:8][CH:7]=1)=[O:33])([CH3:38])([CH3:37])[CH3:36]. (3) Given the reactants O[C@@H:2]([CH3:35])[CH2:3][NH:4][C:5]([C:7]1[NH:8][C:9]([C:12]2[CH:17]=[C:16]([O:18][C:19]3[CH:24]=[CH:23][C:22]([S:25]([CH3:28])(=[O:27])=[O:26])=[CH:21][CH:20]=3)[CH:15]=[C:14]([O:29][C@@H:30]([CH3:34])[CH2:31][O:32][CH3:33])[CH:13]=2)=[CH:10][CH:11]=1)=[O:6].CS(O)(=O)=O.C(N(CC)CC)C.C(=O)([O-])O.[Na+], predict the reaction product. The product is: [CH3:33][O:32][CH2:31][C@H:30]([CH3:34])[O:29][C:14]1[CH:13]=[C:12]([C:9]2[NH:8][C:7]([C:5]3[O:6][C@H:2]([CH3:35])[CH2:3][N:4]=3)=[CH:11][CH:10]=2)[CH:17]=[C:16]([O:18][C:19]2[CH:24]=[CH:23][C:22]([S:25]([CH3:28])(=[O:26])=[O:27])=[CH:21][CH:20]=2)[CH:15]=1. (4) Given the reactants [F:1][C:2]1[CH:3]=[C:4]([C:9]2[N:10]=[C:11]3[CH2:26][CH2:25][CH2:24][N:23]([CH2:27][CH2:28][CH2:29][CH2:30][CH2:31][CH2:32][C:33]([O:35]CC)=[O:34])[C:12]3=[N:13][C:14]=2[C:15]2[CH:20]=[CH:19][C:18]([CH3:21])=[C:17]([F:22])[CH:16]=2)[CH:5]=[CH:6][C:7]=1[CH3:8].[Li+].[OH-].Cl, predict the reaction product. The product is: [F:1][C:2]1[CH:3]=[C:4]([C:9]2[N:10]=[C:11]3[CH2:26][CH2:25][CH2:24][N:23]([CH2:27][CH2:28][CH2:29][CH2:30][CH2:31][CH2:32][C:33]([OH:35])=[O:34])[C:12]3=[N:13][C:14]=2[C:15]2[CH:20]=[CH:19][C:18]([CH3:21])=[C:17]([F:22])[CH:16]=2)[CH:5]=[CH:6][C:7]=1[CH3:8]. (5) Given the reactants [CH3:1][C:2]1([C:7]2[S:11][C:10]([CH2:12][N:13]3[CH:17]=[C:16]([NH2:18])[CH:15]=[N:14]3)=[CH:9][CH:8]=2)[O:6]CCO1.[C:19]1([CH3:33])[CH:24]=[CH:23][CH:22]=[C:21]([C:25]2[O:29][CH:28]=[N:27][C:26]=2[C:30](O)=[O:31])[CH:20]=1, predict the reaction product. The product is: [C:2]([C:7]1[S:11][C:10]([CH2:12][N:13]2[CH:17]=[C:16]([NH:18][C:30]([C:26]3[N:27]=[CH:28][O:29][C:25]=3[C:21]3[CH:20]=[C:19]([CH3:33])[CH:24]=[CH:23][CH:22]=3)=[O:31])[CH:15]=[N:14]2)=[CH:9][CH:8]=1)(=[O:6])[CH3:1]. (6) Given the reactants [CH3:1][C:2]([CH3:16])([CH3:15])[CH:3](O)[CH2:4][C:5]1[CH:10]=[CH:9][CH:8]=[CH:7][C:6]=1[N+:11]([O-:13])=[O:12].S(Cl)(Cl)=O, predict the reaction product. The product is: [CH3:1][C:2]([CH3:16])([CH3:15])[CH:3]=[CH:4][C:5]1[CH:10]=[CH:9][CH:8]=[CH:7][C:6]=1[N+:11]([O-:13])=[O:12]. (7) Given the reactants [CH3:1][C:2]1[C:10]([N+:11]([O-:13])=[O:12])=[CH:9][CH:8]=[C:7]([CH3:14])[C:3]=1[C:4]([OH:6])=[O:5].[CH:15]1[CH:20]=[CH:19][C:18]([CH2:21]Br)=[CH:17][CH:16]=1.C([O-])([O-])=O.[K+].[K+].CN(C=O)C, predict the reaction product. The product is: [CH2:21]([O:5][C:4](=[O:6])[C:3]1[C:7]([CH3:14])=[CH:8][CH:9]=[C:10]([N+:11]([O-:13])=[O:12])[C:2]=1[CH3:1])[C:18]1[CH:19]=[CH:20][CH:15]=[CH:16][CH:17]=1. (8) Given the reactants [C:1]([C:5]1[CH:10]=[CH:9][C:8]([C@@H:11]([NH:13][C:14]([C:16]2[CH:17]=[C:18]3[C:22](=[CH:23][CH:24]=2)[N:21]([CH2:25][C:26]2[CH:27]=[CH:28][C:29]([Cl:38])=[C:30]([CH:37]=2)[O:31][C@@H:32]([CH3:36])[C:33]([OH:35])=O)[C:20]([CH3:39])=[C:19]3[CH3:40])=[O:15])[CH3:12])=[CH:7][CH:6]=1)([CH3:4])([CH3:3])[CH3:2].[NH4+].[Cl-].C[N:44](C(ON1N=NC2C=CC=NC1=2)=[N+](C)C)C.F[P-](F)(F)(F)(F)F.CCN(C(C)C)C(C)C, predict the reaction product. The product is: [NH2:44][C:33](=[O:35])[C@@H:32]([O:31][C:30]1[CH:37]=[C:26]([CH:27]=[CH:28][C:29]=1[Cl:38])[CH2:25][N:21]1[C:22]2[C:18](=[CH:17][C:16]([C:14]([NH:13][C@H:11]([C:8]3[CH:9]=[CH:10][C:5]([C:1]([CH3:2])([CH3:4])[CH3:3])=[CH:6][CH:7]=3)[CH3:12])=[O:15])=[CH:24][CH:23]=2)[C:19]([CH3:40])=[C:20]1[CH3:39])[CH3:36].